From a dataset of Cav3 T-type calcium channel HTS with 100,875 compounds. Binary Classification. Given a drug SMILES string, predict its activity (active/inactive) in a high-throughput screening assay against a specified biological target. (1) The compound is O=c1n2[nH]c(cc2nc(c1CC)C)c1ccc(OC)cc1. The result is 0 (inactive). (2) The compound is S(c1nc2n(c3c(c2nn1)cccc3)CC)CC(=O)Nc1ncccn1. The result is 0 (inactive).